Task: Regression. Given two drug SMILES strings and cell line genomic features, predict the synergy score measuring deviation from expected non-interaction effect.. Dataset: NCI-60 drug combinations with 297,098 pairs across 59 cell lines (1) Drug 1: CC(CN1CC(=O)NC(=O)C1)N2CC(=O)NC(=O)C2. Drug 2: C1=CC(=CC=C1CC(C(=O)O)N)N(CCCl)CCCl.Cl. Cell line: UO-31. Synergy scores: CSS=20.4, Synergy_ZIP=0.820, Synergy_Bliss=4.27, Synergy_Loewe=5.67, Synergy_HSA=5.62. (2) Drug 1: CC(C)(C#N)C1=CC(=CC(=C1)CN2C=NC=N2)C(C)(C)C#N. Drug 2: CC1=C(C=C(C=C1)C(=O)NC2=CC(=CC(=C2)C(F)(F)F)N3C=C(N=C3)C)NC4=NC=CC(=N4)C5=CN=CC=C5. Cell line: UO-31. Synergy scores: CSS=-3.34, Synergy_ZIP=1.79, Synergy_Bliss=0.741, Synergy_Loewe=-4.08, Synergy_HSA=-3.81. (3) Drug 1: COC1=CC(=CC(=C1O)OC)C2C3C(COC3=O)C(C4=CC5=C(C=C24)OCO5)OC6C(C(C7C(O6)COC(O7)C8=CC=CS8)O)O. Drug 2: C(=O)(N)NO. Cell line: UACC-257. Synergy scores: CSS=7.08, Synergy_ZIP=-2.27, Synergy_Bliss=-3.56, Synergy_Loewe=-82.3, Synergy_HSA=-5.74.